This data is from Reaction yield outcomes from USPTO patents with 853,638 reactions. The task is: Predict the reaction yield, written as a fraction of the theoretical maximum amount of product (1.0 means a 100% yield; for example, 0.34 means a 34% yield). (1) The reactants are [CH3:1][CH2:2][C@@H:3]([C@H:5]([N:36]([C:38]([C@@H:40]([NH:44][C:45]([C@@H:47]([N:51]([CH3:53])[CH3:52])[CH:48]([CH3:50])[CH3:49])=[O:46])[CH:41]([CH3:43])[CH3:42])=[O:39])[CH3:37])[C@H:6]([O:34][CH3:35])[CH2:7][C:8]([N:10]1[C@H:14]([C@H:15]([O:32][CH3:33])[C@H:16]([C:18]([NH:20][C@H:21]([C:29]([OH:31])=[O:30])[CH2:22][C:23]2[CH:28]=[CH:27][CH:26]=[CH:25][CH:24]=2)=[O:19])[CH3:17])[CH2:13][CH2:12][CH2:11]1)=[O:9])[CH3:4].CN(C(ON1N=NC2C=CC=NC1=2)=[N+](C)C)C.F[P-](F)(F)(F)(F)F.C(N(C(C)C)CC)(C)C.[NH2:87][CH2:88][CH2:89][CH2:90][OH:91]. The catalyst is CN(C=O)C. The product is [CH3:1][CH2:2][C@@H:3]([C@H:5]([N:36]([C:38]([C@@H:40]([NH:44][C:45]([C@@H:47]([N:51]([CH3:53])[CH3:52])[CH:48]([CH3:50])[CH3:49])=[O:46])[CH:41]([CH3:43])[CH3:42])=[O:39])[CH3:37])[C@H:6]([O:34][CH3:35])[CH2:7][C:8]([N:10]1[C@H:14]([C@H:15]([O:32][CH3:33])[C@H:16]([C:18]([NH:20][C@H:21]([C:29]([OH:31])=[O:30])[CH2:22][C:23]2[CH:28]=[CH:27][CH:26]=[CH:25][CH:24]=2)=[O:19])[CH3:17])[CH2:13][CH2:12][CH2:11]1)=[O:9])[CH3:4].[OH:91][CH2:90][CH2:89][CH2:88][NH-:87]. The yield is 0.680. (2) The reactants are [CH3:1][C:2]1([CH3:32])[CH2:11][C:10]2[C:5](=[CH:6][CH:7]=[C:8]([C:12]([O:14]C)=[O:13])[CH:9]=2)[NH:4][CH:3]1[C:16]1[CH:21]=[CH:20][CH:19]=[C:18]([S:22](=[O:31])(=[O:30])[NH:23][C:24]2[CH:29]=[CH:28][CH:27]=[CH:26][CH:25]=2)[CH:17]=1.[OH-].[Na+]. The catalyst is CO.O1CCCC1. The product is [CH3:1][C:2]1([CH3:32])[CH2:11][C:10]2[C:5](=[CH:6][CH:7]=[C:8]([C:12]([OH:14])=[O:13])[CH:9]=2)[NH:4][CH:3]1[C:16]1[CH:21]=[CH:20][CH:19]=[C:18]([S:22](=[O:31])(=[O:30])[NH:23][C:24]2[CH:25]=[CH:26][CH:27]=[CH:28][CH:29]=2)[CH:17]=1. The yield is 0.320. (3) The reactants are [OH:1][C:2]1[CH:3]=[C:4]([CH:7]=[CH:8][C:9]=1[O:10][CH3:11])[CH:5]=[O:6].C([O-])([O-])=O.[K+].[K+].Br[CH2:19][CH2:20][F:21].[Cl-].[Na+]. The catalyst is CN(C=O)C. The product is [F:21][CH2:20][CH2:19][O:1][C:2]1[CH:3]=[C:4]([CH:7]=[CH:8][C:9]=1[O:10][CH3:11])[CH:5]=[O:6]. The yield is 0.970. (4) The reactants are [NH2:1][C@@H:2]([CH2:6][CH2:7][CH2:8][NH:9][C:10](=[O:45])[C:11]1[CH:16]=[C:15]([F:17])[C:14]([CH2:18][S:19][C:20]2[N:21]([C:37]3[CH:42]=[CH:41][C:40]([F:43])=[CH:39][CH:38]=3)[C:22]([C:25]([C:28]3[CH:33]=[CH:32][C:31]([Cl:34])=[C:30]([O:35][CH3:36])[CH:29]=3)([CH3:27])[CH3:26])=[CH:23][N:24]=2)=[C:13]([Cl:44])[CH:12]=1)[C:3]([OH:5])=[O:4].C([NH:53][C:54](N1C=CC=N1)=[N:55]C(OC(C)(C)C)=O)(OC(C)(C)C)=O.C(N(CC)CC)C. The catalyst is CO. The product is [Cl:44][C:13]1[CH:12]=[C:11]([CH:16]=[C:15]([F:17])[C:14]=1[CH2:18][S:19][C:20]1[N:21]([C:37]2[CH:38]=[CH:39][C:40]([F:43])=[CH:41][CH:42]=2)[C:22]([C:25]([C:28]2[CH:33]=[CH:32][C:31]([Cl:34])=[C:30]([O:35][CH3:36])[CH:29]=2)([CH3:27])[CH3:26])=[CH:23][N:24]=1)[C:10]([NH:9][CH2:8][CH2:7][CH2:6][C@H:2]([NH:1][C:54]([NH2:55])=[NH:53])[C:3]([OH:5])=[O:4])=[O:45]. The yield is 0.280. (5) The reactants are [O:1]1[C:5]2[CH:6]=[CH:7][CH:8]=[CH:9][C:4]=2[CH:3]=[C:2]1[C:10]1[N:14]2[N:15]=[C:16]([N:19]3[C@H:23]([CH2:24][O:25]C4CCCCO4)[CH2:22][CH2:21][C:20]3=[O:32])[CH:17]=[CH:18][C:13]2=[N:12][CH:11]=1.O.CC1C=CC(S(O)(=O)=O)=CC=1. The catalyst is CO. The product is [O:1]1[C:5]2[CH:6]=[CH:7][CH:8]=[CH:9][C:4]=2[CH:3]=[C:2]1[C:10]1[N:14]2[N:15]=[C:16]([N:19]3[C@H:23]([CH2:24][OH:25])[CH2:22][CH2:21][C:20]3=[O:32])[CH:17]=[CH:18][C:13]2=[N:12][CH:11]=1. The yield is 0.460. (6) The reactants are [C:1]([BH3-])#N.[Na+].[F:5][C:6]1[CH:7]=[CH:8][C:9]([NH:12][CH:13]2[CH2:18][CH2:17][N:16]([C:19]([O:21][C:22]([CH3:25])([CH3:24])[CH3:23])=[O:20])[CH2:15][CH2:14]2)=[N:10][CH:11]=1.C=O.C(=O)([O-])O.[Na+]. The catalyst is C(O)C.C(O)(=O)C.C(#N)C. The product is [F:5][C:6]1[CH:7]=[CH:8][C:9]([N:12]([CH3:1])[CH:13]2[CH2:18][CH2:17][N:16]([C:19]([O:21][C:22]([CH3:25])([CH3:24])[CH3:23])=[O:20])[CH2:15][CH2:14]2)=[N:10][CH:11]=1. The yield is 0.220.